This data is from Forward reaction prediction with 1.9M reactions from USPTO patents (1976-2016). The task is: Predict the product of the given reaction. (1) Given the reactants [CH3:1][O:2][C:3]1[CH:4]=[C:5]([CH:7]=[CH:8][C:9]=1[N:10]1[CH:14]=[C:13]([CH3:15])[N:12]=[CH:11]1)[NH2:6].Cl[C:17]1[CH:18]=[CH:19][C:20]2[CH2:21][N:22]([CH3:34])[CH2:23][C@H:24]([C:28]3[CH:33]=[CH:32][CH:31]=[CH:30][CH:29]=3)[O:25][C:26]=2[N:27]=1, predict the reaction product. The product is: [CH3:1][O:2][C:3]1[CH:4]=[C:5]([NH:6][C:17]2[CH:18]=[CH:19][C:20]3[CH2:21][N:22]([CH3:34])[CH2:23][C@H:24]([C:28]4[CH:29]=[CH:30][CH:31]=[CH:32][CH:33]=4)[O:25][C:26]=3[N:27]=2)[CH:7]=[CH:8][C:9]=1[N:10]1[CH:14]=[C:13]([CH3:15])[N:12]=[CH:11]1. (2) Given the reactants [Na].S(N[N:13]=[CH:14][C:15]1C=CC=C[C:16]=1[C:21]1[CH:26]=[CH:25][C:24]([F:27])=[CH:23][CH:22]=1)(C1C=CC(C)=CC=1)(=O)=O.[C:28]([O:32][C:33](=[O:37])NC=C)([CH3:31])([CH3:30])[CH3:29].O1CCOCC1.C(OC)(C)(C)C, predict the reaction product. The product is: [C:28]([O:32][C:33](=[O:37])[NH:13][C@@H:14]1[CH2:15][C@@H:16]1[C:21]1[CH:22]=[CH:23][C:24]([F:27])=[CH:25][CH:26]=1)([CH3:31])([CH3:30])[CH3:29]. (3) Given the reactants O.O.O.O.O.O.O.O.[OH-].[Ba+2].[OH-].[CH3:12][C:13]1[N:14]=[C:15]2[C:20]([O:21][CH2:22][CH2:23][CH:24]([C:29]([F:32])([F:31])[F:30])[C:25]([F:28])([F:27])[F:26])=[CH:19][C:18]([CH3:33])=[CH:17][N:16]2[C:34]=1[C:35]([O:37]CC)=[O:36].Cl, predict the reaction product. The product is: [CH3:12][C:13]1[N:14]=[C:15]2[C:20]([O:21][CH2:22][CH2:23][CH:24]([C:25]([F:28])([F:26])[F:27])[C:29]([F:30])([F:31])[F:32])=[CH:19][C:18]([CH3:33])=[CH:17][N:16]2[C:34]=1[C:35]([OH:37])=[O:36]. (4) Given the reactants [C:1](OC)(OC)(OC)[CH2:2][CH2:3][CH2:4][CH3:5].Cl.N1C=CC=CC=1.[NH2:19][C:20]1[CH:21]=[N:22][C:23]2[C:28]([C:29]=1[NH:30][CH2:31][C:32]([CH3:35])([OH:34])[CH3:33])=[CH:27][CH:26]=[CH:25][CH:24]=2, predict the reaction product. The product is: [CH2:2]([C:1]1[N:30]([CH2:31][C:32]([CH3:35])([OH:34])[CH3:33])[C:29]2[C:28]3[CH:27]=[CH:26][CH:25]=[CH:24][C:23]=3[N:22]=[CH:21][C:20]=2[N:19]=1)[CH2:3][CH2:4][CH3:5].